This data is from Full USPTO retrosynthesis dataset with 1.9M reactions from patents (1976-2016). The task is: Predict the reactants needed to synthesize the given product. Given the product [CH3:1][O:2][C:3](=[O:12])[C:4]1[CH:9]=[CH:8][C:7]([CH2:10][Br:13])=[CH:6][C:5]=1[F:11], predict the reactants needed to synthesize it. The reactants are: [CH3:1][O:2][C:3](=[O:12])[C:4]1[CH:9]=[CH:8][C:7]([CH3:10])=[CH:6][C:5]=1[F:11].[Br:13]N1C(=O)CCC1=O.